Dataset: Forward reaction prediction with 1.9M reactions from USPTO patents (1976-2016). Task: Predict the product of the given reaction. (1) Given the reactants [C:1]([C:3]1[CH:30]=[CH:29][C:6]([CH2:7][C@@:8]2([CH3:28])[N:12]3[C:13]([C:16](O)=[O:17])=[CH:14][N:15]=[C:11]3[N:10]([C:19]3[CH:24]=[C:23]([Cl:25])[CH:22]=[C:21]([Cl:26])[CH:20]=3)[C:9]2=[O:27])=[CH:5][CH:4]=1)#[N:2].ClC1C=C(N2C3=NC=C(C(O)=O)N3[C@](C)([CH2:50][C:51]3[CH:56]=[CH:55][C:54](OC(F)(F)F)=[CH:53][CH:52]=3)C2=O)C=C(Cl)C=1, predict the reaction product. The product is: [CH2:50]([NH:10][C:9]([C@@H:8]([NH:12][C:16]([C:13]1[N:12]2[C@@:8]([CH2:7][C:6]3[CH:29]=[CH:30][C:3]([C:1]#[N:2])=[CH:4][CH:5]=3)([CH3:28])[C:9](=[O:27])[N:10]([C:19]3[CH:24]=[C:23]([Cl:25])[CH:22]=[C:21]([Cl:26])[CH:20]=3)[C:11]2=[N:15][CH:14]=1)=[O:17])[CH3:7])=[O:27])[C:51]1[CH:52]=[CH:53][CH:54]=[CH:55][CH:56]=1. (2) The product is: [F:1][C:2]1[CH:19]=[CH:18][C:17]([F:20])=[CH:16][C:3]=1[CH2:4][N:5]1[CH2:10][CH2:9][NH:8][C:7]2[N:11]=[CH:12][C:13]([C:21]#[N:22])=[CH:14][C:6]1=2. Given the reactants [F:1][C:2]1[CH:19]=[CH:18][C:17]([F:20])=[CH:16][C:3]=1[CH2:4][N:5]1[CH2:10][CH2:9][NH:8][C:7]2[N:11]=[CH:12][C:13](I)=[CH:14][C:6]1=2.[C:21]([Cu])#[N:22], predict the reaction product.